This data is from Catalyst prediction with 721,799 reactions and 888 catalyst types from USPTO. The task is: Predict which catalyst facilitates the given reaction. (1) Reactant: [CH3:1][C@H:2]([NH:10][CH3:11])[CH2:3][C:4]1[CH:5]=[CH:6][CH:7]=[CH:8][CH:9]=1.C(=O)([O-])[O-].[Na+].[Na+].[C:18]1([CH3:24])[CH:23]=[CH:22][CH:21]=[CH:20][CH:19]=1.C([Cl:32])C1C=CC=CC=1. Product: [CH3:1][C@H:2]([N:10]([CH2:24][C:18]1[CH:19]=[CH:20][CH:21]=[CH:22][CH:23]=1)[CH3:11])[CH2:3][C:4]1[CH:5]=[CH:6][CH:7]=[CH:8][CH:9]=1.[ClH:32]. The catalyst class is: 6. (2) Reactant: I[C:2]1[C:3]([C:9]([O:11][CH3:12])=[O:10])=[N:4][C:5]([CH3:8])=[CH:6][CH:7]=1.[CH3:13][C:14]1[N:15]=[N:16][NH:17][CH:18]=1.CN[C@@H]1CCCC[C@H]1NC.C(=O)([O-])[O-].[Cs+].[Cs+].[Si](C=[N+]=[N-])(C)(C)C.CCCCCC. Product: [CH3:8][C:5]1[N:4]=[C:3]([C:9]([O:11][CH3:12])=[O:10])[C:2]([N:16]2[N:15]=[C:14]([CH3:13])[CH:18]=[N:17]2)=[CH:7][CH:6]=1. The catalyst class is: 3. (3) Reactant: Cl[C:2]1[CH:7]=[C:6]([C:8]2[CH:13]=[CH:12][CH:11]=[CH:10][CH:9]=2)[N:5]=[C:4]([NH:14][C:15](=[O:32])[CH2:16][CH2:17][C:18]([C:20]2[CH:25]=[CH:24][C:23]([O:26][CH2:27][CH3:28])=[C:22]([O:29][CH2:30][CH3:31])[CH:21]=2)=[O:19])[CH:3]=1.C1(C2C=CC=CC=2)C=CC=CC=1P(C1CCCCC1)C1CCCCC1.C(=O)([O-])[O-].[K+].[K+].[OH:64][CH2:65][C:66]1[CH:71]=[CH:70][C:69](B(O)O)=[CH:68][CH:67]=1. Product: [CH2:30]([O:29][C:22]1[CH:21]=[C:20]([C:18](=[O:19])[CH2:17][CH2:16][C:15]([NH:14][C:4]2[CH:3]=[C:2]([C:69]3[CH:70]=[CH:71][C:66]([CH2:65][OH:64])=[CH:67][CH:68]=3)[CH:7]=[C:6]([C:8]3[CH:13]=[CH:12][CH:11]=[CH:10][CH:9]=3)[N:5]=2)=[O:32])[CH:25]=[CH:24][C:23]=1[O:26][CH2:27][CH3:28])[CH3:31]. The catalyst class is: 110. (4) Reactant: C1CN([P+](Br)(N2CCCC2)N2CCCC2)CC1.F[P-](F)(F)(F)(F)F.C([NH:32][C@@H:33]([C:42]([OH:44])=O)[CH2:34][C:35]1[CH:40]=[CH:39][C:38]([Cl:41])=[CH:37][CH:36]=1)(OC(C)(C)C)=O.[N:45]1([C:51]2[CH:56]=[CH:55][N:54]=[C:53]3[NH:57][CH:58]=[CH:59][C:52]=23)[CH2:50][CH2:49][NH:48][CH2:47][CH2:46]1.CCN(C(C)C)C(C)C. Product: [ClH:41].[ClH:41].[NH2:32][C@H:33]([CH2:34][C:35]1[CH:36]=[CH:37][C:38]([Cl:41])=[CH:39][CH:40]=1)[C:42]([N:48]1[CH2:49][CH2:50][N:45]([C:51]2[CH:56]=[CH:55][N:54]=[C:53]3[NH:57][CH:58]=[CH:59][C:52]=23)[CH2:46][CH2:47]1)=[O:44]. The catalyst class is: 34. (5) Reactant: [CH2:1]([CH:5]1[CH2:14][CH2:13][C:12]2[C:7](=[CH:8][CH:9]=[C:10]([O:15][CH3:16])[CH:11]=2)[C:6]1=[O:17])[CH2:2][CH2:3][CH3:4].N12CCCN=C1CCCCC2.[CH:29]([C:31]([CH3:33])=[O:32])=[CH2:30]. Product: [CH2:1]([C:5]1([CH2:30][CH2:29][C:31](=[O:32])[CH3:33])[CH2:14][CH2:13][C:12]2[C:7](=[CH:8][CH:9]=[C:10]([O:15][CH3:16])[CH:11]=2)[C:6]1=[O:17])[CH2:2][CH2:3][CH3:4]. The catalyst class is: 7. (6) Reactant: [CH3:1][C:2](=[CH:4][CH2:5][CH2:6]/[C:7](=[CH:9]/[CH2:10][OH:11])/[CH3:8])[CH3:3].C(Cl)Cl.C1COCC1.CC(OI1(OC(C)=O)(OC(C)=O)OC(=O)C2C=CC=CC1=2)=O. Product: [CH3:8]/[C:7](/[CH2:6][CH2:5][CH:4]=[C:2]([CH3:3])[CH3:1])=[CH:9]\[CH:10]=[O:11]. The catalyst class is: 2. (7) Reactant: [CH3:1][O:2][C:3]1[CH:8]=[C:7]([CH3:9])[C:6]([S:10]([N:13]([CH2:15][C:16]2[O:20][CH:19]=[C:18]([C:21]([OH:23])=O)[CH:17]=2)[CH3:14])(=[O:12])=[O:11])=[C:5]([CH3:24])[CH:4]=1.C1N=CN(C(N2C=NC=C2)=O)C=1.Cl.Cl.[CH3:39][NH:40][CH2:41][C:42]1[CH:47]=[CH:46][C:45]([C:48]2[NH:49][CH2:50][CH2:51][CH2:52][N:53]=2)=[CH:44][CH:43]=1.CCN(C(C)C)C(C)C. Product: [CH3:1][O:2][C:3]1[CH:4]=[C:5]([CH3:24])[C:6]([S:10]([N:13]([CH2:15][C:16]2[O:20][CH:19]=[C:18]([C:21]([N:40]([CH3:39])[CH2:41][C:42]3[CH:43]=[CH:44][C:45]([C:48]4[NH:53][CH2:52][CH2:51][CH2:50][N:49]=4)=[CH:46][CH:47]=3)=[O:23])[CH:17]=2)[CH3:14])(=[O:12])=[O:11])=[C:7]([CH3:9])[CH:8]=1. The catalyst class is: 26. (8) Reactant: C(C1C=[N:6][N:7]2[C:12](C3C=CC(Cl)=CC=3)=[C:11]([C:20]3C=CC=C[C:21]=3Cl)C=NC=12)(O)=[O:2].[OH2:27].C([N:30]([CH2:33][CH3:34])CC)C. Product: [OH2:2].[OH:27][N:30]1[C:33]2[CH:34]=[CH:21][CH:20]=[CH:11][C:12]=2[N:7]=[N:6]1. The catalyst class is: 22. (9) Product: [Cl:1][C:2]1[CH:3]=[C:4]([C:12]2[O:16][N:15]=[C:14]([C:17]3[CH:22]=[CH:21][C:20]([O:23][CH2:24][CH2:25][CH2:26][CH2:27][C:28]([OH:30])=[O:29])=[CH:19][C:18]=3[CH2:33][CH3:34])[N:13]=2)[CH:5]=[CH:6][C:7]=1[O:8][CH:9]([CH3:10])[CH3:11]. The catalyst class is: 252. Reactant: [Cl:1][C:2]1[CH:3]=[C:4]([C:12]2[O:16][N:15]=[C:14]([C:17]3[CH:22]=[CH:21][C:20]([O:23][CH2:24][CH2:25][CH2:26][CH2:27][C:28]([O:30]CC)=[O:29])=[CH:19][C:18]=3[CH2:33][CH3:34])[N:13]=2)[CH:5]=[CH:6][C:7]=1[O:8][CH:9]([CH3:11])[CH3:10].[OH-].[Na+]. (10) Reactant: [H-].[Na+].[Br:3][C:4]1[CH:9]=[CH:8][C:7]([C:10]2[NH:11][C:12]([C:15]([F:18])([F:17])[F:16])=[CH:13][N:14]=2)=[CH:6][N:5]=1.[CH3:19][Si:20]([CH3:27])([CH3:26])[CH2:21][CH2:22][O:23][CH2:24]Cl.[Cl-].[NH4+]. Product: [Br:3][C:4]1[CH:9]=[CH:8][C:7]([C:10]2[N:14]([CH2:24][O:23][CH2:22][CH2:21][Si:20]([CH3:27])([CH3:26])[CH3:19])[CH:13]=[C:12]([C:15]([F:18])([F:16])[F:17])[N:11]=2)=[CH:6][N:5]=1. The catalyst class is: 9.